Predict the product of the given reaction. From a dataset of Forward reaction prediction with 1.9M reactions from USPTO patents (1976-2016). (1) Given the reactants [C:1]([N:5]1[C:9]([C:10]2[CH:15]=[CH:14][C:13]([F:16])=[CH:12][CH:11]=2)=[C:8]([C:17]2[S:18][CH:19]=[C:20]([CH2:22][C:23]([OH:25])=O)[N:21]=2)[CH:7]=[N:6]1)([CH3:4])([CH3:3])[CH3:2].[NH:26]1[CH2:36][CH2:35][CH:29]([C:30]([O:32][CH2:33][CH3:34])=[O:31])[CH2:28][CH2:27]1, predict the reaction product. The product is: [C:1]([N:5]1[C:9]([C:10]2[CH:11]=[CH:12][C:13]([F:16])=[CH:14][CH:15]=2)=[C:8]([C:17]2[S:18][CH:19]=[C:20]([CH2:22][C:23]([N:26]3[CH2:36][CH2:35][CH:29]([C:30]([O:32][CH2:33][CH3:34])=[O:31])[CH2:28][CH2:27]3)=[O:25])[N:21]=2)[CH:7]=[N:6]1)([CH3:3])([CH3:2])[CH3:4]. (2) Given the reactants Cl[C:2]1[CH:3]=[C:4]([CH:9]=[CH:10][N:11]=1)[C:5]([O:7][CH3:8])=[O:6].C[Sn](C)(C)[C:14]1[CH:19]=[CH:18][CH:17]=[CH:16][N:15]=1.O.CCOC(C)=O, predict the reaction product. The product is: [CH3:8][O:7][C:5]([C:4]1[CH:9]=[CH:10][N:11]=[C:2]([C:14]2[CH:19]=[CH:18][CH:17]=[CH:16][N:15]=2)[CH:3]=1)=[O:6].